Dataset: Full USPTO retrosynthesis dataset with 1.9M reactions from patents (1976-2016). Task: Predict the reactants needed to synthesize the given product. (1) The reactants are: [Br:1][C:2]1[C:3]([F:13])=[C:4]([C:8](=[O:12])[CH2:9][CH2:10]Cl)[CH:5]=[CH:6][CH:7]=1.[Al+3].[Cl-].[Cl-].[Cl-].[Na+].[Cl-]. Given the product [Br:1][C:2]1[C:3]([F:13])=[C:4]2[C:5]([CH2:10][CH2:9][C:8]2=[O:12])=[CH:6][CH:7]=1, predict the reactants needed to synthesize it. (2) Given the product [OH:16][C:15]1[CH:17]=[CH:18][CH:19]=[CH:20][C:14]=1[C:13]([O:22][CH2:23][CH2:24][CH3:25])=[O:21], predict the reactants needed to synthesize it. The reactants are: C1N=CN(C(N2C=NC=C2)=O)C=1.[C:13]([OH:22])(=[O:21])[C:14]1[C:15](=[CH:17][CH:18]=[CH:19][CH:20]=1)[OH:16].[CH2:23](O)[CH2:24][CH3:25].O. (3) The reactants are: [C:1]([O:5][C:6]([N:8]1[CH2:12][CH2:11][CH2:10][CH:9]1[CH2:13][C:14]1[CH:19]=[CH:18][C:17](Br)=[CH:16][CH:15]=1)=[O:7])([CH3:4])([CH3:3])[CH3:2].[Cl:21][C:22]1[CH:30]=[CH:29][C:25]([C:26]([NH2:28])=[O:27])=[CH:24][CH:23]=1.C(=O)([O-])[O-].[Cs+].[Cs+].CNCCNC. Given the product [C:1]([O:5][C:6]([N:8]1[CH2:12][CH2:11][CH2:10][CH:9]1[CH2:13][C:14]1[CH:19]=[CH:18][C:17]([NH:28][C:26](=[O:27])[C:25]2[CH:29]=[CH:30][C:22]([Cl:21])=[CH:23][CH:24]=2)=[CH:16][CH:15]=1)=[O:7])([CH3:4])([CH3:3])[CH3:2], predict the reactants needed to synthesize it. (4) Given the product [C:1]1([NH:7][N:8]=[CH:24][C:20]2[CH:19]=[C:18]3[C:23](=[CH:22][CH:21]=2)[N:11]([CH2:9][CH3:10])[C:12]2[CH:13]=[CH:14][C:15]([CH:26]=[N:8][NH:7][C:1]4[CH:6]=[CH:5][CH:4]=[CH:3][CH:2]=4)=[CH:16][C:17]3=2)[CH:6]=[CH:5][CH:4]=[CH:3][CH:2]=1, predict the reactants needed to synthesize it. The reactants are: [C:1]1([NH:7][NH2:8])[CH:6]=[CH:5][CH:4]=[CH:3][CH:2]=1.[CH2:9]([N:11]1[C:23]2[CH:22]=[CH:21][C:20]([CH:24]=O)=[CH:19][C:18]=2[C:17]2[C:12]1=[CH:13][CH:14]=[C:15]([CH:26]=O)[CH:16]=2)[CH3:10]. (5) Given the product [CH3:25][N:26]([CH3:36])[C:27]1[CH:35]=[CH:34][C:30]([C:31]([O:17][C:5]2[C:4]([C:1](=[O:3])[CH3:2])=[CH:9][CH:8]=[C:7]([NH:10][C:11](=[O:13])[CH3:12])[C:6]=2[N+:14]([O-:16])=[O:15])=[O:32])=[CH:29][CH:28]=1, predict the reactants needed to synthesize it. The reactants are: [C:1]([C:4]1[CH:9]=[CH:8][C:7]([NH:10][C:11](=[O:13])[CH3:12])=[C:6]([N+:14]([O-:16])=[O:15])[C:5]=1[OH:17])(=[O:3])[CH3:2].C(N(CC)CC)C.[CH3:25][N:26]([CH3:36])[C:27]1[CH:35]=[CH:34][C:30]([C:31](Cl)=[O:32])=[CH:29][CH:28]=1. (6) Given the product [CH3:8][C:6]1([CH3:7])[C:2]([CH3:17])([CH3:1])[O:3][B:4]([C:9]2[CH:14]=[CH:13][C:12]3[NH:15][C:18](=[O:19])[NH:16][C:11]=3[CH:10]=2)[O:5]1, predict the reactants needed to synthesize it. The reactants are: [CH3:1][C:2]1([CH3:17])[C:6]([CH3:8])([CH3:7])[O:5][B:4]([C:9]2[CH:10]=[C:11]([NH2:16])[C:12]([NH2:15])=[CH:13][CH:14]=2)[O:3]1.[C:18](N1C=CN=C1)(N1C=CN=C1)=[O:19].Cl. (7) The reactants are: Br[C:2]1[CH:21]=[CH:20][C:5]([O:6][CH2:7][CH2:8][CH:9]2[CH2:12][CH:11]([O:13][CH:14]3[CH2:19][CH2:18][CH2:17][CH2:16][O:15]3)[CH2:10]2)=[CH:4][CH:3]=1.[B:22]1([B:22]2[O:26][C:25]([CH3:28])([CH3:27])[C:24]([CH3:30])([CH3:29])[O:23]2)[O:26][C:25]([CH3:28])([CH3:27])[C:24]([CH3:30])([CH3:29])[O:23]1.C([O-])(=O)C.[K+]. Given the product [CH3:29][C:24]1([CH3:30])[C:25]([CH3:28])([CH3:27])[O:26][B:22]([C:2]2[CH:21]=[CH:20][C:5]([O:6][CH2:7][CH2:8][CH:9]3[CH2:12][CH:11]([O:13][CH:14]4[CH2:19][CH2:18][CH2:17][CH2:16][O:15]4)[CH2:10]3)=[CH:4][CH:3]=2)[O:23]1, predict the reactants needed to synthesize it.